Dataset: Forward reaction prediction with 1.9M reactions from USPTO patents (1976-2016). Task: Predict the product of the given reaction. (1) Given the reactants [CH3:1][O:2][C:3](=[O:15])[C:4](=O)[CH:5]=[CH:6][C:7]1[CH:12]=[CH:11][CH:10]=[C:9]([Br:13])[CH:8]=1.Cl.[Cl:17][C:18]1[CH:23]=[CH:22][CH:21]=[CH:20][C:19]=1[NH:24][NH2:25], predict the reaction product. The product is: [CH3:1][O:2][C:3]([C:4]1[CH2:5][CH:6]([C:7]2[CH:12]=[CH:11][CH:10]=[C:9]([Br:13])[CH:8]=2)[N:24]([C:19]2[CH:20]=[CH:21][CH:22]=[CH:23][C:18]=2[Cl:17])[N:25]=1)=[O:15]. (2) The product is: [CH3:1][CH:2]1[CH2:9][C@H:8]2[C@H:4]([CH2:5][N:6]([C:37]([C:32]3[C:31]([C:27]4[CH:28]=[CH:29][CH:30]=[C:25]([O:24][CH3:23])[CH:26]=4)=[CH:36][CH:35]=[CH:34][CH:33]=3)=[O:38])[C@@H:7]2[CH2:10][NH:11][C:12]([C:14]2[N:21]3[C:17]([S:18][CH:19]=[CH:20]3)=[N:16][C:15]=2[CH3:22])=[O:13])[CH2:3]1. Given the reactants [CH3:1][CH:2]1[CH2:9][C@H:8]2[C@H:4]([CH2:5][NH:6][C@@H:7]2[CH2:10][NH:11][C:12]([C:14]2[N:21]3[C:17]([S:18][CH:19]=[CH:20]3)=[N:16][C:15]=2[CH3:22])=[O:13])[CH2:3]1.[CH3:23][O:24][C:25]1[CH:26]=[C:27]([C:31]2[C:32]([C:37](O)=[O:38])=[CH:33][CH:34]=[CH:35][CH:36]=2)[CH:28]=[CH:29][CH:30]=1, predict the reaction product. (3) Given the reactants [C:1]([O:5][C:6](=[O:38])[CH2:7][C@H:8]([NH:16][S:17]([C:20]1[CH:25]=[CH:24][C:23]([NH:26][C:27](=[O:29])[CH3:28])=[CH:22][C:21]=1[O:30]CC1C=CC=CC=1)(=[O:19])=[O:18])[CH:9]([O:13][CH2:14][CH3:15])[O:10][CH2:11][CH3:12])([CH3:4])([CH3:3])[CH3:2].[H][H], predict the reaction product. The product is: [C:1]([O:5][C:6](=[O:38])[CH2:7][C@H:8]([NH:16][S:17]([C:20]1[CH:25]=[CH:24][C:23]([NH:26][C:27](=[O:29])[CH3:28])=[CH:22][C:21]=1[OH:30])(=[O:19])=[O:18])[CH:9]([O:10][CH2:11][CH3:12])[O:13][CH2:14][CH3:15])([CH3:3])([CH3:4])[CH3:2]. (4) Given the reactants [Cl:1][C:2]1[C:9]([CH3:10])=[C:8]([C:11]2[C@@H:12]([O:20][CH3:21])[C@@H:13]3[CH2:18][C:17](=[O:19])[CH2:16][N:14]3[N:15]=2)[CH:7]=[CH:6][C:3]=1[C:4]#[N:5].[F:22][C:23]([Si](C)(C)C)([F:25])[F:24].[F-].[Cs+], predict the reaction product. The product is: [Cl:1][C:2]1[C:9]([CH3:10])=[C:8]([C:11]2[C@@H:12]([O:20][CH3:21])[C@@H:13]3[CH2:18][C:17]([OH:19])([C:23]([F:25])([F:24])[F:22])[CH2:16][N:14]3[N:15]=2)[CH:7]=[CH:6][C:3]=1[C:4]#[N:5]. (5) Given the reactants [CH2:1]([O:3][C:4](=[O:28])[CH:5]([O:25][CH2:26][CH3:27])[CH:6]([C:8]1[CH:13]=[CH:12][C:11]([O:14][CH2:15][CH2:16][NH:17]C(OC(C)(C)C)=O)=[CH:10][CH:9]=1)O)[CH3:2].C([SiH](CC)CC)C, predict the reaction product. The product is: [CH2:1]([O:3][C:4](=[O:28])[CH:5]([O:25][CH2:26][CH3:27])[CH2:6][C:8]1[CH:13]=[CH:12][C:11]([O:14][CH2:15][CH2:16][NH2:17])=[CH:10][CH:9]=1)[CH3:2]. (6) Given the reactants [CH3:1][O:2][CH2:3][C@@H:4]1[N:10]([CH3:11])[CH2:9][C:8]2[CH:12]=[CH:13][C:14]([C:16]([O:18]C)=O)=[CH:15][C:7]=2[O:6][CH2:5]1.[NH2:20][OH:21].[OH-].[Na+], predict the reaction product. The product is: [OH:21][NH:20][C:16]([C:14]1[CH:13]=[CH:12][C:8]2[CH2:9][N:10]([CH3:11])[C@@H:4]([CH2:3][O:2][CH3:1])[CH2:5][O:6][C:7]=2[CH:15]=1)=[O:18]. (7) Given the reactants [F:1][C:2]1[CH:7]=[C:6]([F:8])[CH:5]=[CH:4][C:3]=1[C@@:9]([OH:38])([CH2:32][N:33]1[CH:37]=[N:36][CH:35]=[N:34]1)[C@H:10]([S:12][C@@H:13]1[CH2:18][O:17][C@@H:16](/[CH:19]=[CH:20]/[CH:21]=[CH:22]/[C:23]2[CH:30]=[CH:29][C:26]([C:27]#[N:28])=[CH:25][C:24]=2[F:31])[O:15][CH2:14]1)[CH3:11].[H-].[Na+].[CH2:41]([O:44][P:45]([O:51][CH2:52][C:53]1[CH:57]=[CH:56][S:55][C:54]=1[C:58](Cl)=[O:59])([O:47][CH2:48][CH:49]=[CH2:50])=[O:46])[CH:42]=[CH2:43].P([O-])([O-])([O-])=O, predict the reaction product. The product is: [CH2:48]([O:47][P:45]([O:51][CH2:52][C:53]1[CH:57]=[CH:56][S:55][C:54]=1[C:58]([O:38][C@:9]([C:3]1[CH:4]=[CH:5][C:6]([F:8])=[CH:7][C:2]=1[F:1])([CH2:32][N:33]1[CH:37]=[N:36][CH:35]=[N:34]1)[C@H:10]([S:12][C@@H:13]1[CH2:18][O:17][C@@H:16](/[CH:19]=[CH:20]/[CH:21]=[CH:22]/[C:23]2[CH:30]=[CH:29][C:26]([C:27]#[N:28])=[CH:25][C:24]=2[F:31])[O:15][CH2:14]1)[CH3:11])=[O:59])([O:44][CH2:41][CH:42]=[CH2:43])=[O:46])[CH:49]=[CH2:50].